Dataset: Forward reaction prediction with 1.9M reactions from USPTO patents (1976-2016). Task: Predict the product of the given reaction. Given the reactants [Cl:1][C:2]1[NH:3][C:4]2[C:9]([C:10]=1[CH:11]=[O:12])=[CH:8][CH:7]=[CH:6][CH:5]=2.[F:13][C:14]1[CH:19]=[CH:18][C:17](B(O)O)=[CH:16][CH:15]=1, predict the reaction product. The product is: [Cl:1][C:2]1[N:3]([C:17]2[CH:18]=[CH:19][C:14]([F:13])=[CH:15][CH:16]=2)[C:4]2[C:9]([C:10]=1[CH:11]=[O:12])=[CH:8][CH:7]=[CH:6][CH:5]=2.